From a dataset of NCI-60 drug combinations with 297,098 pairs across 59 cell lines. Regression. Given two drug SMILES strings and cell line genomic features, predict the synergy score measuring deviation from expected non-interaction effect. Drug 1: CCC1(CC2CC(C3=C(CCN(C2)C1)C4=CC=CC=C4N3)(C5=C(C=C6C(=C5)C78CCN9C7C(C=CC9)(C(C(C8N6C=O)(C(=O)OC)O)OC(=O)C)CC)OC)C(=O)OC)O.OS(=O)(=O)O. Drug 2: CC1=C(C(=CC=C1)Cl)NC(=O)C2=CN=C(S2)NC3=CC(=NC(=N3)C)N4CCN(CC4)CCO. Cell line: NCIH23. Synergy scores: CSS=14.1, Synergy_ZIP=-2.96, Synergy_Bliss=3.31, Synergy_Loewe=-2.66, Synergy_HSA=2.49.